From a dataset of Forward reaction prediction with 1.9M reactions from USPTO patents (1976-2016). Predict the product of the given reaction. (1) The product is: [N+:11]([C:4]1[CH:3]=[C:2]([C:18]2[CH:19]=[N:14][CH:15]=[N:16][CH:17]=2)[C:10]2[O:9][CH:8]=[CH:7][C:6]=2[CH:5]=1)([O-:13])=[O:12]. Given the reactants I[C:2]1[C:10]2[O:9][CH:8]=[CH:7][C:6]=2[CH:5]=[C:4]([N+:11]([O-:13])=[O:12])[CH:3]=1.[N:14]1[CH:19]=[C:18](B(O)O)[CH:17]=[N:16][CH:15]=1.C([O-])([O-])=O.[Na+].[Na+], predict the reaction product. (2) Given the reactants [NH2:1][C:2]1[CH:7]=[CH:6][C:5]([CH2:8][CH2:9][C:10]([N:12]([CH3:14])[CH3:13])=[O:11])=[CH:4][C:3]=1[C:15]1[NH:19][N:18]=[N:17][N:16]=1.[Cl:20][C:21]1[CH:26]=[CH:25][C:24]([N:27]=[C:28]=[O:29])=[CH:23][C:22]=1[C:30]([F:33])([F:32])[F:31], predict the reaction product. The product is: [Cl:20][C:21]1[CH:26]=[CH:25][C:24]([NH:27][C:28](=[O:29])[NH:1][C:2]2[CH:7]=[CH:6][C:5]([CH2:8][CH2:9][C:10]([N:12]([CH3:14])[CH3:13])=[O:11])=[CH:4][C:3]=2[C:15]2[NH:19][N:18]=[N:17][N:16]=2)=[CH:23][C:22]=1[C:30]([F:31])([F:32])[F:33]. (3) Given the reactants [CH2:1]1[O:5][C:4]2[CH:6]=[C:7]([OH:10])[CH:8]=[CH:9][C:3]=2[O:2]1.C([Mg]Cl)(C)C.[F:16][C:17]([F:36])([F:35])[C:18]1[O:22][C:21]([CH2:23][N:24]2[C:32]3[C:27](=[CH:28][CH:29]=[CH:30][CH:31]=3)[C:26](=[O:33])[C:25]2=[O:34])=[CH:20][CH:19]=1, predict the reaction product. The product is: [OH:33][C:26]1([C:8]2[C:7]([OH:10])=[CH:6][C:4]3[O:5][CH2:1][O:2][C:3]=3[CH:9]=2)[C:27]2[C:32](=[CH:31][CH:30]=[CH:29][CH:28]=2)[N:24]([CH2:23][C:21]2[O:22][C:18]([C:17]([F:35])([F:16])[F:36])=[CH:19][CH:20]=2)[C:25]1=[O:34]. (4) The product is: [NH2:45][C:36](=[O:37])[CH2:35][C:30]1[CH:31]=[CH:32][CH:33]=[CH:34][C:29]=1[CH2:28][CH2:27][C:25]1[C:24]([C:39]([F:40])([F:42])[F:41])=[CH:23][N:22]=[C:21]([NH:20][C:17]2[CH:16]=[CH:15][C:14]([N:11]3[CH2:10][CH2:9][N:8]([C:6]([O:5][C:1]([CH3:3])([CH3:2])[CH3:4])=[O:7])[CH2:13][CH2:12]3)=[CH:19][CH:18]=2)[N:26]=1. Given the reactants [C:1]([O:5][C:6]([N:8]1[CH2:13][CH2:12][N:11]([C:14]2[CH:19]=[CH:18][C:17]([NH:20][C:21]3[N:26]=[C:25]([CH2:27][CH2:28][C:29]4[CH:34]=[CH:33][CH:32]=[CH:31][C:30]=4[CH2:35][C:36]([O-])=[O:37])[C:24]([C:39]([F:42])([F:41])[F:40])=[CH:23][N:22]=3)=[CH:16][CH:15]=2)[CH2:10][CH2:9]1)=[O:7])([CH3:4])([CH3:3])[CH3:2].[Li+].O[N:45]1C2C=CC=CC=2N=N1.CCN=C=NCCCN(C)C.Cl.C(N(CC)C(C)C)(C)C.C(=O)([O-])[O-].[NH4+].[NH4+], predict the reaction product. (5) Given the reactants [C:1](Cl)(=O)[C:2]([Cl:4])=[O:3].[Br:7][C:8]1[CH:13]=[CH:12][CH:11]=[C:10]([C:14]2[CH:19]=[CH:18][CH:17]=[CH:16][CH:15]=2)C=1C(O)=O.Cl, predict the reaction product. The product is: [Br:7][C:8]1[CH:13]=[CH:12][CH:11]=[C:10]([C:14]2[CH:15]=[CH:16][CH:17]=[CH:18][CH:19]=2)[C:1]=1[C:2]([Cl:4])=[O:3]. (6) Given the reactants [N:1]1([C:7]2[N:14]=[CH:13][CH:12]=[CH:11][C:8]=2[C:9]#[N:10])[CH2:6][CH2:5][NH:4][CH2:3][CH2:2]1.[F:15][C:16]([F:32])([F:31])[C:17]1[O:21][N:20]=[C:19]([C:22]2[CH:23]=[C:24]([CH:28]=[CH:29][CH:30]=2)[C:25](O)=[O:26])[N:18]=1, predict the reaction product. The product is: [F:31][C:16]([F:15])([F:32])[C:17]1[O:21][N:20]=[C:19]([C:22]2[CH:23]=[C:24]([CH:28]=[CH:29][CH:30]=2)[C:25]([N:4]2[CH2:3][CH2:2][N:1]([C:7]3[N:14]=[CH:13][CH:12]=[CH:11][C:8]=3[C:9]#[N:10])[CH2:6][CH2:5]2)=[O:26])[N:18]=1. (7) Given the reactants C(OC([N:8]1[CH2:12][CH2:11][C@H:10]([C:13]([OH:15])=O)[CH2:9]1)=O)(C)(C)C.[F:16][CH:17]([F:20])[CH2:18][NH2:19].CN(C(ON1N=NC2C=CC=NC1=2)=[N+](C)C)C.F[P-](F)(F)(F)(F)F.C(N(CC)C(C)C)(C)C.[ClH:54], predict the reaction product. The product is: [ClH:54].[F:16][CH:17]([F:20])[CH2:18][NH:19][C:13]([C@H:10]1[CH2:11][CH2:12][NH:8][CH2:9]1)=[O:15].